This data is from Forward reaction prediction with 1.9M reactions from USPTO patents (1976-2016). The task is: Predict the product of the given reaction. (1) Given the reactants [CH2:1]([O:8][C:9]1[CH:10]=[C:11]2[C:16](=[CH:17][CH:18]=1)[C:15](=[O:19])[N:14]([CH2:20][CH:21]([CH3:23])[CH3:22])[C:13]([C:24](O)=[O:25])=[C:12]2[C:27]1[CH:32]=[CH:31][CH:30]=[CH:29][CH:28]=1)[C:2]1[CH:7]=[CH:6][CH:5]=[CH:4][CH:3]=1.C(Cl)(=O)C(Cl)=O.[BH4-].[Na+].Cl, predict the reaction product. The product is: [CH2:1]([O:8][C:9]1[CH:10]=[C:11]2[C:16](=[CH:17][CH:18]=1)[C:15](=[O:19])[N:14]([CH2:20][CH:21]([CH3:22])[CH3:23])[C:13]([CH2:24][OH:25])=[C:12]2[C:27]1[CH:28]=[CH:29][CH:30]=[CH:31][CH:32]=1)[C:2]1[CH:3]=[CH:4][CH:5]=[CH:6][CH:7]=1. (2) Given the reactants Cl.Cl[CH2:3][C:4]1[N:8]2[CH:9]=[C:10]([F:13])[CH:11]=[CH:12][C:7]2=[N:6][C:5]=1[C:14]1[CH:19]=[CH:18][C:17]([Cl:20])=[CH:16][CH:15]=1.[N:21]1[CH:26]=[CH:25][CH:24]=[CH:23][C:22]=1[OH:27], predict the reaction product. The product is: [Cl:20][C:17]1[CH:18]=[CH:19][C:14]([C:5]2[N:6]=[C:7]3[CH:12]=[CH:11][C:10]([F:13])=[CH:9][N:8]3[C:4]=2[CH2:3][N:21]2[CH:26]=[CH:25][CH:24]=[CH:23][C:22]2=[O:27])=[CH:15][CH:16]=1. (3) Given the reactants [OH:1][C:2]1[CH:10]=[CH:9][C:5]([C:6]([OH:8])=[O:7])=[CH:4][CH:3]=1.[C:11]1([OH:17])[CH:16]=[CH:15][CH:14]=[CH:13][CH:12]=1.[OH-].[K+:19], predict the reaction product. The product is: [OH:1][C:2]1[CH:10]=[CH:9][C:5]([C:6]([OH:8])=[O:7])=[CH:4][CH:3]=1.[O-:17][C:11]1[CH:16]=[CH:15][CH:14]=[CH:13][CH:12]=1.[K+:19]. (4) Given the reactants [N+:1]([C:4]1[N:9]=[CH:8][C:7]([O:10][C:11]2[CH:16]=[CH:15][N:14]=[C:13]([NH:17][C:18](=[O:21])[CH2:19][CH3:20])[CH:12]=2)=[CH:6][CH:5]=1)([O-])=O.[NH4+].[Cl-], predict the reaction product. The product is: [NH2:1][C:4]1[N:9]=[CH:8][C:7]([O:10][C:11]2[CH:16]=[CH:15][N:14]=[C:13]([NH:17][C:18](=[O:21])[CH2:19][CH3:20])[CH:12]=2)=[CH:6][CH:5]=1. (5) Given the reactants [NH2:1][C:2]1[C:10]2[C:9]([C:11]3[CH:16]=[CH:15][C:14]([Cl:17])=[C:13]([Cl:18])[CH:12]=3)=[N:8][C:7](S(C)=O)=[N:6][C:5]=2[S:4][C:3]=1[C:22]([NH2:24])=[O:23].[NH2:25][C@H:26]([CH2:29][CH3:30])[CH2:27][OH:28], predict the reaction product. The product is: [CH2:29]([C@@H:26]([NH:25][C:7]1[N:8]=[C:9]([C:11]2[CH:16]=[CH:15][C:14]([Cl:17])=[C:13]([Cl:18])[CH:12]=2)[C:10]2[C:2]([NH2:1])=[C:3]([C:22]([NH2:24])=[O:23])[S:4][C:5]=2[N:6]=1)[CH2:27][OH:28])[CH3:30]. (6) The product is: [CH2:22]([O:24][C:25](=[O:42])/[C:26](=[CH:11]/[C:10]1[CH:13]=[CH:14][C:15]([N:16]2[CH:20]=[C:19]([CH3:21])[N:18]=[CH:17]2)=[C:8]([O:7][CH3:6])[CH:9]=1)/[CH2:27][CH2:28][CH:29]1[O:33][CH2:32][CH2:31][O:30]1)[CH3:23]. Given the reactants C1COCC1.[CH3:6][O:7][C:8]1[CH:9]=[C:10]([CH:13]=[CH:14][C:15]=1[N:16]1[CH:20]=[C:19]([CH3:21])[N:18]=[CH:17]1)[CH:11]=O.[CH2:22]([O:24][C:25](=[O:42])[CH:26](P(OCC)(OCC)=O)[CH2:27][CH2:28][CH:29]1[O:33][CH2:32][CH2:31][O:30]1)[CH3:23].O.[OH-].[Li+], predict the reaction product. (7) Given the reactants [CH3:1][S:2]([C:5]1[CH:31]=[CH:30][C:8]([O:9][C:10]2[C:24]([CH:25]3[CH2:29][CH2:28][CH2:27][NH:26]3)=[CH:23][C:13]3[NH:14][C:15]([C:17]4[CH:22]=[CH:21][CH:20]=[CH:19][N:18]=4)=[N:16][C:12]=3[CH:11]=2)=[CH:7][CH:6]=1)(=[O:4])=[O:3].CCCCCC.[CH3:38][CH:39]([OH:41])C.C(NCC)C, predict the reaction product. The product is: [CH3:1][S:2]([C:5]1[CH:6]=[CH:7][C:8]([O:9][C:10]2[C:24]([CH:25]3[CH2:29][CH2:28][CH2:27][N:26]3[C:39](=[O:41])[CH3:38])=[CH:23][C:13]3[NH:14][C:15]([C:17]4[CH:22]=[CH:21][CH:20]=[CH:19][N:18]=4)=[N:16][C:12]=3[CH:11]=2)=[CH:30][CH:31]=1)(=[O:3])=[O:4].